Dataset: Reaction yield outcomes from USPTO patents with 853,638 reactions. Task: Predict the reaction yield, written as a fraction of the theoretical maximum amount of product (1.0 means a 100% yield; for example, 0.34 means a 34% yield). (1) The reactants are [C:1]([C:3]1[C:4]([NH2:9])=[N:5][CH:6]=[CH:7][CH:8]=1)#[CH:2].[O:10]1[CH2:14][CH2:13][CH2:12][CH:11]1[CH2:15][CH2:16][C:17]1[CH:22]=[CH:21][C:20]([CH2:23][C:24](Cl)=[N:25][OH:26])=[CH:19][CH:18]=1.C(N(CC)CC)C. The catalyst is O1CCCC1. The product is [O:10]1[CH2:14][CH2:13][CH2:12][CH:11]1[CH2:15][CH2:16][C:17]1[CH:22]=[CH:21][C:20]([CH2:23][C:24]2[CH:2]=[C:1]([C:3]3[C:4]([NH2:9])=[N:5][CH:6]=[CH:7][CH:8]=3)[O:26][N:25]=2)=[CH:19][CH:18]=1. The yield is 0.530. (2) The reactants are [NH2:1][C:2]1[C:3]2[N:4]([C:8]([C@@H:26]3[CH2:31][O:30][CH2:29][CH2:28][NH:27]3)=[N:9][C:10]=2[C:11]2[CH:25]=[CH:24][C:14]([C:15]([NH:17][C:18]3[CH:23]=[CH:22][CH:21]=[CH:20][N:19]=3)=[O:16])=[CH:13][CH:12]=2)[CH:5]=[CH:6][N:7]=1.[C:32](O)(=[O:36])[C:33]#[C:34][CH3:35]. No catalyst specified. The product is [NH2:1][C:2]1[C:3]2[N:4]([C:8]([C@@H:26]3[CH2:31][O:30][CH2:29][CH2:28][N:27]3[C:32](=[O:36])[C:33]#[C:34][CH3:35])=[N:9][C:10]=2[C:11]2[CH:12]=[CH:13][C:14]([C:15]([NH:17][C:18]3[CH:23]=[CH:22][CH:21]=[CH:20][N:19]=3)=[O:16])=[CH:24][CH:25]=2)[CH:5]=[CH:6][N:7]=1. The yield is 0.141. (3) The reactants are [CH2:1]([O:4][CH:5]1[CH2:10][CH2:9][CH2:8][CH2:7][O:6]1)[C:2]#[CH:3].C([Li])CCC.[Cl:16][C:17]1[N:22]2[N:23]=[C:24]([C:28]3[CH:33]=[CH:32][C:31]([F:34])=[CH:30][CH:29]=3)[C:25]([CH:26]=[O:27])=[C:21]2[CH:20]=[CH:19][CH:18]=1.O. The catalyst is O1CCCC1.CCOCC. The product is [Cl:16][C:17]1[N:22]2[N:23]=[C:24]([C:28]3[CH:33]=[CH:32][C:31]([F:34])=[CH:30][CH:29]=3)[C:25]([CH:26]([OH:27])[C:3]#[C:2][CH2:1][O:4][CH:5]3[CH2:10][CH2:9][CH2:8][CH2:7][O:6]3)=[C:21]2[CH:20]=[CH:19][CH:18]=1. The yield is 0.990.